The task is: Predict the reaction yield, written as a fraction of the theoretical maximum amount of product (1.0 means a 100% yield; for example, 0.34 means a 34% yield).. This data is from Reaction yield outcomes from USPTO patents with 853,638 reactions. (1) The reactants are Br[C:2]1[CH:9]=[CH:8][C:5]([CH:6]=[O:7])=[CH:4][CH:3]=1.[C:10]([Si:12]([CH3:15])([CH3:14])[CH3:13])#[CH:11]. The catalyst is C(N(CC)CC)C.C([O-])(=O)C.[Pd+2].C([O-])(=O)C.C1(P(C2C=CC=CC=2)C2C=CC=CC=2)C=CC=CC=1. The product is [CH3:13][Si:12]([C:10]#[C:11][C:2]1[CH:9]=[CH:8][C:5]([CH:6]=[O:7])=[CH:4][CH:3]=1)([CH3:15])[CH3:14]. The yield is 0.961. (2) The reactants are [Cl:1][C:2]1[CH:21]=[C:20]([Cl:22])[CH:19]=[CH:18][C:3]=1[CH2:4][CH:5]1[CH2:9][CH2:8][N:7]([C@H:10]2[CH2:15][CH2:14][C@@H:13]([OH:16])[CH2:12][CH2:11]2)[C:6]1=[O:17].C(N(CC)CC)C.FC(F)(F)S(O[Si:36]([C:39]([CH3:42])([CH3:41])[CH3:40])([CH3:38])[CH3:37])(=O)=O. The catalyst is ClCCl. The product is [Cl:1][C:2]1[CH:21]=[C:20]([Cl:22])[CH:19]=[CH:18][C:3]=1[CH2:4][CH:5]1[CH2:9][CH2:8][N:7]([C@H:10]2[CH2:11][CH2:12][C@@H:13]([O:16][Si:36]([C:39]([CH3:42])([CH3:41])[CH3:40])([CH3:38])[CH3:37])[CH2:14][CH2:15]2)[C:6]1=[O:17]. The yield is 0.810.